Dataset: Reaction yield outcomes from USPTO patents with 853,638 reactions. Task: Predict the reaction yield, written as a fraction of the theoretical maximum amount of product (1.0 means a 100% yield; for example, 0.34 means a 34% yield). The reactants are [CH:1]1[CH:5]=[C:4]([CH:6]([OH:14])[C:7]([C:9]2[O:13][CH:12]=[CH:11][CH:10]=2)=O)[O:3][CH:2]=1.[N:15]#[C:16][NH2:17].[O-]CC.[Na+].O. The catalyst is C(O)C. The product is [NH2:17][C:16]1[O:14][C:6]([C:4]2[O:3][CH:2]=[CH:1][CH:5]=2)=[C:7]([C:9]2[O:13][CH:12]=[CH:11][CH:10]=2)[N:15]=1. The yield is 0.311.